This data is from Peptide-MHC class I binding affinity with 185,985 pairs from IEDB/IMGT. The task is: Regression. Given a peptide amino acid sequence and an MHC pseudo amino acid sequence, predict their binding affinity value. This is MHC class I binding data. (1) The peptide sequence is PYLFWLAAI. The MHC is HLA-B51:01 with pseudo-sequence HLA-B51:01. The binding affinity (normalized) is 0. (2) The peptide sequence is MEQRVMATL. The MHC is HLA-B57:01 with pseudo-sequence HLA-B57:01. The binding affinity (normalized) is 0.213.